Task: Predict the reaction yield, written as a fraction of the theoretical maximum amount of product (1.0 means a 100% yield; for example, 0.34 means a 34% yield).. Dataset: Reaction yield outcomes from USPTO patents with 853,638 reactions (1) The reactants are [F:1][C:2]1[CH:7]=[CH:6][C:5]([NH:8][C:9]([C:11]2([C:14]([NH:16][C:17]3[CH:22]=[CH:21][C:20]([O:23][C:24]4[C:33]5[C:28](=[CH:29][C:30]([O:36]CC6C=CC=CC=6)=[C:31]([O:34][CH3:35])[CH:32]=5)[N:27]=[CH:26][N:25]=4)=[C:19]([F:44])[CH:18]=3)=[O:15])[CH2:13][CH2:12]2)=[O:10])=[CH:4][CH:3]=1.C(O)(=O)C.ClCCl.CO. The catalyst is [H][H].[Pd]. The product is [F:1][C:2]1[CH:3]=[CH:4][C:5]([NH:8][C:9]([C:11]2([C:14]([NH:16][C:17]3[CH:22]=[CH:21][C:20]([O:23][C:24]4[C:33]5[C:28](=[CH:29][C:30]([OH:36])=[C:31]([O:34][CH3:35])[CH:32]=5)[N:27]=[CH:26][N:25]=4)=[C:19]([F:44])[CH:18]=3)=[O:15])[CH2:13][CH2:12]2)=[O:10])=[CH:6][CH:7]=1. The yield is 0.950. (2) The reactants are [C:1]([O:4][C:5]1[CH:6]=[C:7]2[C:12](=[CH:13][CH:14]=1)[N:11]=[C:10]([C:15]1[CH:20]=[CH:19][CH:18]=[C:17]([NH2:21])[CH:16]=1)[N:9]=[C:8]2[NH:22][C:23]1[CH:24]=[C:25]2[C:29](=[CH:30][CH:31]=1)[N:28]([C:32]([O:34][C:35]([CH3:38])([CH3:37])[CH3:36])=[O:33])[N:27]=[CH:26]2)(=[O:3])[CH3:2].Cl.[C:40](Cl)(=[O:47])[C:41]1[CH:46]=[CH:45][CH:44]=[N:43][CH:42]=1.CCN(C(C)C)C(C)C. The catalyst is C(Cl)Cl. The product is [C:1]([O:4][C:5]1[CH:6]=[C:7]2[C:12](=[CH:13][CH:14]=1)[N:11]=[C:10]([C:15]1[CH:20]=[CH:19][CH:18]=[C:17]([NH:21][C:40](=[O:47])[C:41]3[CH:46]=[CH:45][CH:44]=[N:43][CH:42]=3)[CH:16]=1)[N:9]=[C:8]2[NH:22][C:23]1[CH:24]=[C:25]2[C:29](=[CH:30][CH:31]=1)[N:28]([C:32]([O:34][C:35]([CH3:38])([CH3:37])[CH3:36])=[O:33])[N:27]=[CH:26]2)(=[O:3])[CH3:2]. The yield is 0.620. (3) The yield is 0.0900. The reactants are [H-].[Na+].[Br:3][C:4]1[N:5]=[CH:6][CH:7]=[C:8]2[CH:12]=[N:11][NH:10][C:9]=12.I[CH3:14]. The product is [Br:3][C:4]1[C:9]2=[N:10][N:11]([CH3:14])[CH:12]=[C:8]2[CH:7]=[CH:6][N:5]=1. The catalyst is CN(C=O)C.